This data is from Catalyst prediction with 721,799 reactions and 888 catalyst types from USPTO. The task is: Predict which catalyst facilitates the given reaction. (1) Reactant: [NH2:1][C:2]1[O:6][N:5]=[C:4]([CH3:7])[C:3]=1[CH3:8].N1C=CC=CC=1.Cl[C:16]([O:18][C:19]1[CH:24]=[CH:23][CH:22]=[CH:21][CH:20]=1)=[O:17]. Product: [C:19]1([O:18][C:16](=[O:17])[NH:1][C:2]2[O:6][N:5]=[C:4]([CH3:7])[C:3]=2[CH3:8])[CH:24]=[CH:23][CH:22]=[CH:21][CH:20]=1. The catalyst class is: 56. (2) Reactant: [C:1]1([S:7]([CH3:9])=O)[CH:6]=[CH:5][CH:4]=[CH:3][CH:2]=1.FC(F)(F)C(OC(=O)C(F)(F)F)=O.[NH:23]1[C:31]2[C:26](=[CH:27][CH:28]=[CH:29][CH:30]=2)C=[CH:24]1.C(N(CC)CC)C. Product: [C:1]1([S:7][C:9]2[C:26]3[C:31](=[CH:30][CH:29]=[CH:28][CH:27]=3)[NH:23][CH:24]=2)[CH:6]=[CH:5][CH:4]=[CH:3][CH:2]=1. The catalyst class is: 34. (3) Reactant: [I:1]I.[C@:3]12([CH2:13]S(O)(=O)=O)[C:10]([CH3:12])([CH3:11])[CH:7]([CH2:8][CH2:9]1)[CH2:6][C:4]2=[O:5].C1(P(C2C=CC=CC=2)C2C=CC=CC=2)C=CC=CC=1. Product: [I:1][CH2:13][C@:3]12[C:10]([CH3:12])([CH3:11])[CH:7]([CH2:8][CH2:9]1)[CH2:6][C:4]2=[O:5]. The catalyst class is: 11. (4) Reactant: [OH:1][C:2]([CH3:43])([CH3:42])[C:3]([NH:5][C:6]1[CH:7]=[C:8]([C:12]2[CH:21]=[C:20]3[C:15]([C:16]([N:36]4[CH2:41][CH2:40][O:39][CH2:38][CH2:37]4)=[N:17][C:18]([C:22]4[CH:23]=[N:24][C:25]([NH:28]C(=O)OC(C)(C)C)=[N:26][CH:27]=4)=[N:19]3)=[CH:14][CH:13]=2)[CH:9]=[CH:10][CH:11]=1)=[O:4].FC(F)(F)C(O)=O. Product: [NH2:28][C:25]1[N:26]=[CH:27][C:22]([C:18]2[N:17]=[C:16]([N:36]3[CH2:41][CH2:40][O:39][CH2:38][CH2:37]3)[C:15]3[C:20](=[CH:21][C:12]([C:8]4[CH:7]=[C:6]([NH:5][C:3](=[O:4])[C:2]([OH:1])([CH3:43])[CH3:42])[CH:11]=[CH:10][CH:9]=4)=[CH:13][CH:14]=3)[N:19]=2)=[CH:23][N:24]=1. The catalyst class is: 100.